This data is from Forward reaction prediction with 1.9M reactions from USPTO patents (1976-2016). The task is: Predict the product of the given reaction. (1) Given the reactants [Mg].II.Br[CH2:5][CH2:6][CH:7]([CH3:9])[CH3:8].[N:10]1([C:15]2[CH:16]=[C:17]([CH:20]=[CH:21][CH:22]=2)[C:18]#[N:19])[CH:14]=[CH:13][CH:12]=[N:11]1.C([Mg]Br)CC(C)C.B(F)(F)F.CCOCC.Cl.[OH-].[Na+], predict the reaction product. The product is: [N:10]1([C:15]2[CH:16]=[C:17]([C:18]3([NH2:19])[CH2:5][CH:6]3[CH:7]([CH3:9])[CH3:8])[CH:20]=[CH:21][CH:22]=2)[CH:14]=[CH:13][CH:12]=[N:11]1. (2) Given the reactants C([O:3][C:4]([C:6]1[O:10][N:9]=[C:8]([C:11]2[CH:16]=[CH:15][C:14]([O:17][CH2:18][C:19]3[C:20]([Cl:25])=[N:21][CH:22]=[CH:23][CH:24]=3)=[CH:13][CH:12]=2)[CH:7]=1)=O)C.[NH3:26], predict the reaction product. The product is: [Cl:25][C:20]1[C:19]([CH2:18][O:17][C:14]2[CH:15]=[CH:16][C:11]([C:8]3[CH:7]=[C:6]([C:4]([NH2:26])=[O:3])[O:10][N:9]=3)=[CH:12][CH:13]=2)=[CH:24][CH:23]=[CH:22][N:21]=1. (3) Given the reactants [Si](OCC(OCC)=O)(C(C)(C)C)(C)C.ClC1C=CC=CC=1C=O.NC1C=CNN=1.[Cl:30][C:31]1[CH:36]=[CH:35][CH:34]=[CH:33][C:32]=1[CH:37]1[C:42]([C:43]#[N:44])=[C:41]([CH2:45][O:46][Si:47]([C:50]([CH3:53])([CH3:52])[CH3:51])([CH3:49])[CH3:48])[NH:40][C:39]2=[N:54][NH:55][CH:56]=[C:38]12.[F-].C([N+](CCCC)(CCCC)CCCC)CCC, predict the reaction product. The product is: [Cl:30][C:31]1[CH:36]=[CH:35][CH:34]=[CH:33][C:32]=1[CH:37]1[C:42]([C:43]#[N:44])=[C:41]([CH2:45][O:46][Si:47]([C:50]([CH3:51])([CH3:52])[CH3:53])([CH3:49])[CH3:48])[NH:40][C:39]2=[N:54][NH:55][CH:56]=[C:38]12.[Cl:30][C:31]1[CH:36]=[CH:35][CH:34]=[CH:33][C:32]=1[CH:37]1[C:42]([C:43]#[N:44])=[C:41]([CH2:45][OH:46])[NH:40][C:39]2=[N:54][NH:55][CH:56]=[C:38]12. (4) Given the reactants Cl[C:2]1[C:7]([O:8][CH2:9][CH2:10][O:11]C2CCCCO2)=[CH:6][CH:5]=[CH:4][N:3]=1.[CH3:18][NH:19][CH2:20][CH2:21][OH:22].CC(C)([O-])C.[K+].C(O)(C)(C)C, predict the reaction product. The product is: [CH3:18][NH:19][CH2:20][CH2:21][O:22][C:2]1[C:7]([O:8][CH2:9][CH2:10][OH:11])=[CH:6][CH:5]=[CH:4][N:3]=1. (5) Given the reactants [OH:1][C:2]1[CH:10]=[CH:9][CH:8]=[C:7]2[C:3]=1[CH2:4][CH2:5][C:6]2=[O:11].C(=O)([O-])[O-].[K+].[K+].[CH2:18](I)[CH2:19][CH3:20], predict the reaction product. The product is: [CH2:18]([O:1][C:2]1[CH:10]=[CH:9][CH:8]=[C:7]2[C:3]=1[CH2:4][CH2:5][C:6]2=[O:11])[CH2:19][CH3:20]. (6) Given the reactants [NH2:1][NH:2][C:3]([C:5]1[CH:10]=[CH:9][C:8]([C:11]([F:14])([F:13])[F:12])=[CH:7][N:6]=1)=[NH:4].[CH3:15][O:16][C:17]1[CH:18]=[CH:19][C:20]([OH:25])=[C:21]([CH:24]=1)[CH:22]=O, predict the reaction product. The product is: [CH3:15][O:16][C:17]1[CH:18]=[CH:19][C:20]([OH:25])=[C:21]([C:22]2[NH:1][N:2]=[C:3]([C:5]3[CH:10]=[CH:9][C:8]([C:11]([F:12])([F:13])[F:14])=[CH:7][N:6]=3)[N:4]=2)[CH:24]=1.